This data is from Full USPTO retrosynthesis dataset with 1.9M reactions from patents (1976-2016). The task is: Predict the reactants needed to synthesize the given product. Given the product [CH3:29][O:28][C:4]1[CH:3]=[C:2]([CH2:60][C:61]([CH3:64])([CH3:63])[CH3:62])[CH:7]=[CH:6][C:5]=1[C:8]1[C:17]2[C:12](=[CH:13][C:14]([S:18]([NH:21][C:22]3[CH:27]=[CH:26][N:25]=[CH:24][N:23]=3)(=[O:20])=[O:19])=[CH:15][CH:16]=2)[CH:11]=[CH:10][N:9]=1, predict the reactants needed to synthesize it. The reactants are: Cl[C:2]1[CH:7]=[CH:6][C:5]([C:8]2[C:17]3[C:12](=[CH:13][C:14]([S:18]([NH:21][C:22]4[CH:27]=[CH:26][N:25]=[CH:24][N:23]=4)(=[O:20])=[O:19])=[CH:15][CH:16]=3)[CH:11]=[CH:10][N:9]=2)=[C:4]([O:28][CH3:29])[CH:3]=1.C1(P(C2CCCCC2)C2C=CC=CC=2C2C(OC)=CC=CC=2OC)CCCCC1.[I-].[CH2:60]([Zn+])[C:61]([CH3:64])([CH3:63])[CH3:62].